From a dataset of Reaction yield outcomes from USPTO patents with 853,638 reactions. Predict the reaction yield, written as a fraction of the theoretical maximum amount of product (1.0 means a 100% yield; for example, 0.34 means a 34% yield). (1) The reactants are [CH3:1][O:2][C:3](=[O:29])[C:4]([NH:18]C(OCC1C=CC=CC=1)=O)=[CH:5][C:6]1[CH:7]=[C:8]2[C:12](=[C:13]([CH3:15])[CH:14]=1)[NH:11][CH:10]=[C:9]2[C:16]#[N:17]. The catalyst is CO.[Pd]. The product is [CH3:1][O:2][C:3](=[O:29])[CH:4]([NH2:18])[CH2:5][C:6]1[CH:7]=[C:8]2[C:12](=[C:13]([CH3:15])[CH:14]=1)[NH:11][CH:10]=[C:9]2[C:16]#[N:17]. The yield is 0.900. (2) The reactants are [F:1][CH2:2][C@@H:3]1[C@@H:10]2[C@@:6]([C:11]3[CH:16]=[CH:15][CH:14]=[CH:13][C:12]=3[F:17])([NH:7][O:8][CH2:9]2)[CH2:5][O:4]1. The catalyst is C(O)(=O)C.[Zn]. The product is [NH2:7][C@@:6]1([C:11]2[CH:16]=[CH:15][CH:14]=[CH:13][C:12]=2[F:17])[CH2:5][O:4][C@H:3]([CH2:2][F:1])[C@H:10]1[CH2:9][OH:8]. The yield is 1.00. (3) The reactants are [Si:1]([O:8][CH:9]1[CH2:12][N:11]([C:13]([C:15]2[S:23][C:22]3[C:17](=[N:18][CH:19]=[CH:20][C:21]=3[O:24][C:25]3[CH:30]=[CH:29][C:28]([N+:31]([O-])=O)=[CH:27][C:26]=3[F:34])[CH:16]=2)=[O:14])[CH2:10]1)([C:4]([CH3:7])([CH3:6])[CH3:5])([CH3:3])[CH3:2].[BH4-].[Na+].C(N(CC(O)=O)CC(O)=O)CN(CC(O)=O)CC(O)=O. The catalyst is CO.C1COCC1. The product is [NH2:31][C:28]1[CH:29]=[CH:30][C:25]([O:24][C:21]2[CH:20]=[CH:19][N:18]=[C:17]3[CH:16]=[C:15]([C:13]([N:11]4[CH2:12][CH:9]([O:8][Si:1]([C:4]([CH3:5])([CH3:6])[CH3:7])([CH3:3])[CH3:2])[CH2:10]4)=[O:14])[S:23][C:22]=23)=[C:26]([F:34])[CH:27]=1. The yield is 0.460. (4) The reactants are [Br:1][C:2]1[CH:10]=[CH:9][C:5]([C:6]([OH:8])=[O:7])=[C:4]([CH3:11])[CH:3]=1.[CH3:12][Si](C=[N+]=[N-])(C)C. The catalyst is ClCCl.CO. The product is [Br:1][C:2]1[CH:10]=[CH:9][C:5]([C:6]([O:8][CH3:12])=[O:7])=[C:4]([CH3:11])[CH:3]=1. The yield is 0.890. (5) The reactants are Cl.[CH2:2]([N:6]([S:16]([C:19]1[CH:24]=[CH:23][C:22]([CH3:25])=[CH:21][CH:20]=1)(=[O:18])=[O:17])[C@H:7]([C:13]([OH:15])=[O:14])[CH2:8][CH2:9][CH2:10][CH2:11][NH2:12])[CH:3]([CH3:5])[CH3:4].[OH-:26].[Na+].[OH2:28].CCO[C:32]([CH3:34])=[O:33].[CH2:35]1[CH2:39]O[CH2:37][CH2:36]1. No catalyst specified. The product is [CH3:37][C:36]1[CH:21]=[CH:20][C:19]([S:16]([NH:6][C@H:34]([C:32]([NH:12][CH2:11][CH2:10][CH2:9][CH2:8][C@H:7]([N:6]([S:16]([C:19]2[CH:24]=[CH:23][C:22]([CH3:25])=[CH:21][CH:20]=2)(=[O:18])=[O:17])[CH2:2][CH:3]([CH3:4])[CH3:5])[C:13]([OH:15])=[O:14])=[O:33])[CH2:39][C:35]2[CH:4]=[CH:3][CH:2]=[CH:37][CH:36]=2)(=[O:28])=[O:26])=[CH:39][CH:35]=1. The yield is 0.760. (6) The reactants are Br[C:2]1[C:3]([N:17]2[CH2:22][CH2:21][CH2:20][C@@H:19]([NH:23][C:24](=[O:30])[O:25][C:26]([CH3:29])([CH3:28])[CH3:27])[CH2:18]2)=[C:4]2[C:10]([NH:11][C:12](=[O:16])[CH:13]([CH3:15])[CH3:14])=[CH:9][NH:8][C:5]2=[N:6][CH:7]=1.[Li]C.[Li]CCCC.[Cl:38]C(Cl)(Cl)C(Cl)(Cl)Cl. The catalyst is C1COCC1.O. The product is [Cl:38][C:2]1[C:3]([N:17]2[CH2:22][CH2:21][CH2:20][C@@H:19]([NH:23][C:24](=[O:30])[O:25][C:26]([CH3:29])([CH3:28])[CH3:27])[CH2:18]2)=[C:4]2[C:10]([NH:11][C:12](=[O:16])[CH:13]([CH3:15])[CH3:14])=[CH:9][NH:8][C:5]2=[N:6][CH:7]=1. The yield is 0.367. (7) The reactants are C([N:8]1[CH2:13][CH2:12][CH:11]([OH:14])[CH2:10][CH2:9]1)(OC(C)(C)C)=O.[C:15]([C:17]1[CH:22]=[CH:21][CH:20]=[CH:19][C:18]=1O)#[N:16].C1(P(C2C=CC=CC=2)C2C=CC=CC=2)C=CC=CC=1.N(C(OC(C)(C)C)=O)=NC(OC(C)(C)C)=O. The catalyst is O1CCCC1. The product is [NH:8]1[CH2:9][CH2:10][CH:11]([O:14][C:18]2[CH:19]=[CH:20][CH:21]=[CH:22][C:17]=2[C:15]#[N:16])[CH2:12][CH2:13]1. The yield is 1.00. (8) The reactants are C(OC(=O)[NH:7][C:8]1[CH:13]=[CH:12][CH:11]=[C:10]([C:14]2[CH:19]=[CH:18][C:17]([S:20]([N:23]3[CH2:27][CH2:26][CH2:25][CH:24]3[CH2:28][OH:29])(=[O:22])=[O:21])=[CH:16][CH:15]=2)[N:9]=1)(C)(C)C.[ClH:31].CO. No catalyst specified. The product is [ClH:31].[NH2:7][C:8]1[N:9]=[C:10]([C:14]2[CH:15]=[CH:16][C:17]([S:20]([N:23]3[CH2:27][CH2:26][CH2:25][C@@H:24]3[CH2:28][OH:29])(=[O:22])=[O:21])=[CH:18][CH:19]=2)[CH:11]=[CH:12][CH:13]=1. The yield is 0.860.